Dataset: Full USPTO retrosynthesis dataset with 1.9M reactions from patents (1976-2016). Task: Predict the reactants needed to synthesize the given product. (1) Given the product [CH3:1][S:2]([C:5]1[CH:6]=[C:7]([CH:11]2[CH2:16][CH2:15][N:14]([CH2:6][CH2:5][CH2:10][CH3:9])[CH2:13][CH2:12]2)[CH:8]=[CH:9][CH:10]=1)(=[O:4])=[O:3], predict the reactants needed to synthesize it. The reactants are: [CH3:1][S:2]([C:5]1[CH:6]=[C:7]([CH:11]2[CH2:16][CH2:15][NH:14][CH2:13][CH2:12]2)[CH:8]=[CH:9][CH:10]=1)(=[O:4])=[O:3]. (2) Given the product [CH3:12][C:8]1[C:6]2[N:7]=[C:2]([C:40]3[CH:39]=[C:38]4[CH:37]=[CH:36][NH:35][C:43]4=[N:42][CH:41]=3)[N:3]=[C:4]([N:13]3[CH2:18][CH2:17][O:16][CH2:15][CH2:14]3)[C:5]=2[S:10][C:9]=1[C:28]1[CH:29]=[CH:30][CH:31]=[C:26]([S:23]([NH:22][CH2:21][CH2:20][OH:19])(=[O:25])=[O:24])[CH:27]=1, predict the reactants needed to synthesize it. The reactants are: Cl[C:2]1[N:3]=[C:4]([N:13]2[CH2:18][CH2:17][O:16][CH2:15][CH2:14]2)[C:5]2[S:10][C:9](I)=[C:8]([CH3:12])[C:6]=2[N:7]=1.[OH:19][CH2:20][CH2:21][NH:22][S:23]([C:26]1[CH:31]=[CH:30][CH:29]=[C:28](B(O)O)[CH:27]=1)(=[O:25])=[O:24].[NH:35]1[C:43]2[C:38](=[CH:39][C:40](B3OC(C)(C)C(C)(C)O3)=[CH:41][N:42]=2)[CH:37]=[CH:36]1. (3) The reactants are: [OH:1][CH2:2][CH2:3][CH2:4][CH2:5][CH2:6][C:7]([O-:9])=[O:8].[K+:10].[OH-].[K+].C1(=O)OCCCCC1. Given the product [OH:1][CH2:2][CH2:3][CH2:4][CH2:5][CH2:6][C:7]([O-:9])=[O:8].[K+:10], predict the reactants needed to synthesize it. (4) The reactants are: [Br-].[CH2:2]([O:4][C:5]([C:7]1[N:14]2[C:10]([S:11][CH:12]=[CH:13]2)=[N:9][C:8]=1[CH2:15][P+](C1C=CC=CC=1)(C1C=CC=CC=1)C1C=CC=CC=1)=[O:6])[CH3:3].[H-].[Na+].[CH:37]1([CH2:40][O:41][C:42]2[C:49]([O:50][CH3:51])=[CH:48][CH:47]=[CH:46][C:43]=2[CH:44]=O)[CH2:39][CH2:38]1. Given the product [CH:37]1([CH2:40][O:41][C:42]2[C:49]([O:50][CH3:51])=[CH:48][CH:47]=[CH:46][C:43]=2/[CH:44]=[CH:15]/[C:8]2[N:9]=[C:10]3[N:14]([C:7]=2[C:5]([O:4][CH2:2][CH3:3])=[O:6])[CH:13]=[CH:12][S:11]3)[CH2:38][CH2:39]1, predict the reactants needed to synthesize it. (5) The reactants are: C[O:2][C:3](=[O:28])/[CH:4]=[CH:5]/[C:6]1[CH:11]=[CH:10][C:9]([C:12]2[CH:17]=[CH:16][CH:15]=[CH:14][CH:13]=2)=[CH:8][C:7]=1[S:18](=[O:27])(=[O:26])[NH:19][C:20]1[CH:25]=[CH:24][CH:23]=[CH:22][CH:21]=1. Given the product [O:26]=[S:18]1(=[O:27])[C:7]2[CH:8]=[C:9]([C:12]3[CH:17]=[CH:16][CH:15]=[CH:14][CH:13]=3)[CH:10]=[CH:11][C:6]=2[CH:5]([CH2:4][C:3]([OH:2])=[O:28])[N:19]1[C:20]1[CH:25]=[CH:24][CH:23]=[CH:22][CH:21]=1, predict the reactants needed to synthesize it.